Task: Binary Classification. Given a drug SMILES string, predict its activity (active/inactive) in a high-throughput screening assay against a specified biological target.. Dataset: HIV replication inhibition screening data with 41,000+ compounds from the AIDS Antiviral Screen (1) The compound is Cc1ncc2c(c1O)COC2=O. The result is 0 (inactive). (2) The molecule is CCOC(=O)C(Cc1c(C=O)[nH]c2ccccc12)(NC(=O)c1ccccc1)C(=O)OCC. The result is 0 (inactive). (3) The drug is COP(=O)(OC)C(=O)c1ccccc1. The result is 0 (inactive). (4) The compound is CC(=O)Nc1ccc(S(=O)(=O)Nc2cnc3ccccc3n2)cc1. The result is 0 (inactive). (5) The molecule is CC1(OCCCOC2(C)C(=O)N3C2N(C(=O)OCc2ccccc2)CC3(C)C)C(=O)N2C1N(C(=O)OCc1ccccc1)CC2(C)C. The result is 0 (inactive). (6) The compound is COC(=O)c1ccc(CSc2ccccc2C(=O)O)cc1. The result is 0 (inactive).